This data is from Full USPTO retrosynthesis dataset with 1.9M reactions from patents (1976-2016). The task is: Predict the reactants needed to synthesize the given product. (1) Given the product [F:18][C:19]([F:24])([F:23])[C:20]([OH:22])=[O:21].[NH2:8][CH2:7][CH2:6][NH:5][C:3](=[O:4])[C:2]([F:17])([F:16])[F:1], predict the reactants needed to synthesize it. The reactants are: [F:1][C:2]([F:17])([F:16])[C:3]([NH:5][CH2:6][CH2:7][NH:8]C(=O)OC(C)(C)C)=[O:4].[F:18][C:19]([F:24])([F:23])[C:20]([OH:22])=[O:21]. (2) Given the product [C:1]([NH:4][C:5]1[CH:6]=[CH:7][C:8]([CH2:11][C:12]([NH:27][C:28]2[C:29](=[O:40])[NH:30][C:31](=[O:39])[N:32]([CH2:35][CH2:36][CH2:37][CH3:38])[C:33]=2[NH2:34])=[O:14])=[CH:9][CH:10]=1)(=[O:3])[CH3:2], predict the reactants needed to synthesize it. The reactants are: [C:1]([NH:4][C:5]1[CH:10]=[CH:9][C:8]([CH2:11][C:12]([OH:14])=O)=[CH:7][CH:6]=1)(=[O:3])[CH3:2].Cl.CN(C)CCCN=C=NCC.[NH2:27][C:28]1[C:29](=[O:40])[NH:30][C:31](=[O:39])[N:32]([CH2:35][CH2:36][CH2:37][CH3:38])[C:33]=1[NH2:34]. (3) Given the product [OH:20][CH:17]1[CH2:18][CH2:19][N:14]([CH:2]([C:8]2[CH:13]=[CH:12][CH:11]=[CH:10][CH:9]=2)[C:3]([O:5][CH2:6][CH3:7])=[O:4])[CH2:15][CH2:16]1, predict the reactants needed to synthesize it. The reactants are: Br[CH:2]([C:8]1[CH:13]=[CH:12][CH:11]=[CH:10][CH:9]=1)[C:3]([O:5][CH2:6][CH3:7])=[O:4].[NH:14]1[CH2:19][CH2:18][CH:17]([OH:20])[CH2:16][CH2:15]1.C(=O)(O)[O-].[Na+]. (4) Given the product [ClH:8].[C:15]([NH:23][C:24]1[CH:32]=[C:31]([N:33]2[C:37]3[CH:38]=[CH:39][CH:40]=[CH:41][C:36]=3[N:35]=[CH:34]2)[CH:30]=[CH:29][C:25]=1[C:26]([OH:28])=[O:27])(=[O:22])[C:16]1[CH:17]=[CH:18][CH:19]=[CH:20][CH:21]=1, predict the reactants needed to synthesize it. The reactants are: FC(F)(F)C(O)=O.[ClH:8].O1CCOCC1.[C:15]([NH:23][C:24]1[CH:32]=[C:31]([N:33]2[C:37]3[CH:38]=[CH:39][CH:40]=[CH:41][C:36]=3[N:35]=[CH:34]2)[CH:30]=[CH:29][C:25]=1[C:26]([OH:28])=[O:27])(=[O:22])[C:16]1[CH:21]=[CH:20][CH:19]=[CH:18][CH:17]=1. (5) Given the product [C:34]([CH:28]([CH2:29][CH2:30][CH2:31][CH:32]=[CH2:33])[C:27]([NH:26][CH:24]([C:20]1[C:21](=[O:23])[NH:22][C:17]([CH2:16][C:15]2[CH:38]=[CH:39][C:40]([O:41][CH3:42])=[C:13]([O:12][CH3:11])[CH:14]=2)=[N:18][N:19]=1)[CH3:25])=[O:37])(=[O:36])[CH3:35], predict the reactants needed to synthesize it. The reactants are: C(Cl)(=O)C(Cl)=O.CS(C)=O.[CH3:11][O:12][C:13]1[CH:14]=[C:15]([CH:38]=[CH:39][C:40]=1[O:41][CH3:42])[CH2:16][C:17]1[NH:22][C:21](=[O:23])[C:20]([CH:24]([NH:26][C:27](=[O:37])[CH:28]([CH:34]([OH:36])[CH3:35])[CH2:29][CH2:30][CH2:31][CH:32]=[CH2:33])[CH3:25])=[N:19][N:18]=1.C(N(CC)CC)C. (6) The reactants are: C(OC([NH:8][C:9]1[CH:10]=[C:11]2[C:16](=[CH:17][CH:18]=1)[N:15]=[CH:14][C:13]([C:19]([O:21][CH3:22])=[O:20])=[CH:12]2)=O)(C)(C)C.[ClH:23].O1CCOCC1. Given the product [ClH:23].[ClH:23].[NH2:8][C:9]1[CH:10]=[C:11]2[C:16](=[CH:17][CH:18]=1)[N:15]=[CH:14][C:13]([C:19]([O:21][CH3:22])=[O:20])=[CH:12]2, predict the reactants needed to synthesize it. (7) The reactants are: [C:1]([C:3]1[CH:4]=[C:5]([NH:9][C:10]([NH2:12])=[S:11])[CH:6]=[CH:7][CH:8]=1)#[N:2].CO[CH:15](OC)[N:16]([CH3:18])[CH3:17]. Given the product [CH3:15][N:16]([CH:18]=[N:12][C:10]([NH:9][C:5]1[CH:6]=[CH:7][CH:8]=[C:3]([C:1]#[N:2])[CH:4]=1)=[S:11])[CH3:17], predict the reactants needed to synthesize it.